This data is from Drug-target binding data from BindingDB using IC50 measurements. The task is: Regression. Given a target protein amino acid sequence and a drug SMILES string, predict the binding affinity score between them. We predict pIC50 (pIC50 = -log10(IC50 in M); higher means more potent). Dataset: bindingdb_ic50. (1) The small molecule is CCCCCCN(CCCCCC)c1nc(-c2cccn2-c2ccccc2)nc(N2CCCCCC2)n1. The target protein (P9WI55) has sequence MQFDVTIEIPKGQRNKYEVDHETGRVRLDRYLYTPMAYPTDYGFIEDTLGDDGDPLDALVLLPQPVFPGVLVAARPVGMFRMVDEHGGDDKVLCVPAGDPRWDHVQDIGDVPAFELDAIKHFFVHYKDLEPGKFVKAADWVDRAEAEAEVQRSVERFKAGTH. The pIC50 is 4.4. (2) The small molecule is O=C1c2ccccc2C(=O)N1CCCCCCn1ccnc1. The target protein (P49430) has sequence MEVLGLLKFEVSGTVVTVTLSVVLLALLKWYSTSAFSRLRKLGIRHPEPSPFVGNLMFFRQGFWESHLELRERYGPLCGYYLGRRMYIVISDPDMIKEVLVENFSNFSNRMASGLEPKLIADSVLMLRDRRWEEVRGALMSAFSPEKLNEMTPLISQACELLLSHLKHSAASGDAFDIQRCYCCFTTNVVASVAFGIEVNSQDAPEDPFVQHCQRVFAFSTPRPLLALILSFPSIMVPLARILPNKNRDELNGFFNTLIRNVIALRDKQTAEERRGDFLQMVLDAQRSMSSVGVEAFDMVTEALSSAECMGDPPQRCHPTSTAKPLTVDEIAGQAFLFLIAGHEITTNTLSFITYLLATHPECQERLLKEVDLFMEKHPAPEYCNLQEGLPYLDMVVAETLRMYPPAFRFTREAAQDCEVLGQHIPAGSVLEIAVGALHHDPEHWPNPETFDPERFTAEARLQQKPFTYLPFGAGPRSCLGVRLGLLVVKLTLLQVLHKF.... The pIC50 is 5.8. (3) The compound is Cn1ccnc1SC[C@]1(C)S[C@@H]2[C@H](Br)C(=O)N2[C@H]1C(=O)O. The target protein (Q59514) has sequence MQRRHFLQKTLLALPIIFSGNLLTGCKTNLSDDYLPDDKITNNPNLLQNKLKEILPIWENKFNAKIGMTIIADNGELSSHRGNEYFPVNSTIKAFIASHILLLVDKEKLDLNEKIIIKESDLIEYSPVCKKYFDENKPISISELCEATITLSDNGSANILLDKIGGLTAFNQFLKEIGADMVLANNEPLLNRSHYGETSDTAKPIPYTKSLKALIVGNILSNQSKEQLITWLINDKVADNLLRKYLPKNWRIGDKTGTGSESKNIIAVIWNENNKPYFISLFITQPHDGKSLDFKNQKDEIMAQIGKEIYPFL. The pIC50 is 7.2. (4) The small molecule is CN1CCC(c2cnc3[nH]c(-c4ccc(COc5ccccc5)cc4)nc3c2)CC1. The target protein (O14744) has sequence MAAMAVGGAGGSRVSSGRDLNCVPEIADTLGAVAKQGFDFLCMPVFHPRFKREFIQEPAKNRPGPQTRSDLLLSGRDWNTLIVGKLSPWIRPDSKVEKIRRNSEAAMLQELNFGAYLGLPAFLLPLNQEDNTNLARVLTNHIHTGHHSSMFWMRVPLVAPEDLRDDIIENAPTTHTEEYSGEEKTWMWWHNFRTLCDYSKRIAVALEIGADLPSNHVIDRWLGEPIKAAILPTSIFLTNKKGFPVLSKMHQRLIFRLLKLEVQFIITGTNHHSEKEFCSYLQYLEYLSQNRPPPNAYELFAKGYEDYLQSPLQPLMDNLESQTYEVFEKDPIKYSQYQQAIYKCLLDRVPEEEKDTNVQVLMVLGAGRGPLVNASLRAAKQADRRIKLYAVEKNPNAVVTLENWQFEEWGSQVTVVSSDMREWVAPEKADIIVSELLGSFADNELSPECLDGAQHFLKDDGVSIPGEYTSFLAPISSSKLYNEVRACREKDRDPEAQFEM.... The pIC50 is 6.3. (5) The compound is Cc1ccnc(N2CCN(C(=O)c3ccc(-c4ccccc4)cc3)CC2)n1. The target protein (Q99884) has sequence MKKLQGAHLRKPVTPDLLMTPSDQGDVDLDVDFAAHRGNWTGKLDFLLSCIGYCVGLGNVWRFPYRAYTNGGGAFLVPYFLMLAICGIPLFFLELSLGQFSSLGPLAVWKISPLFKGAGAAMLLIVGLVAIYYNMIIAYVLFYLFASLTSDLPWEHCGNWWNTELCLEHRVSKDGNGALPLNLTCTVSPSEEYWSRYVLHIQGSQGIGSPGEIRWNLCLCLLLAWVIVFLCILKGVKSSGKVVYFTATFPYLILLMLLVRGVTLPGAWKGIQFYLTPQFHHLLSSKVWIEAALQIFYSLGVGFGGLLTFASYNTFHQNIYRDTFIVTLGNAITSILAGFAIFSVLGYMSQELGVPVDQVAKAGPGLAFVVYPQAMTMLPLSPFWSFLFFFMLLTLGLDSQFAFLETIVTAVTDEFPYYLRPKKAVFSGLICVAMYLMGLILTTDGGMYWLVLLDDYSASFGLMVVVITTCLAVTRVYGIQRFCRDIHMMLGFKPGLYFRA.... The pIC50 is 6.6.